This data is from Reaction yield outcomes from USPTO patents with 853,638 reactions. The task is: Predict the reaction yield, written as a fraction of the theoretical maximum amount of product (1.0 means a 100% yield; for example, 0.34 means a 34% yield). (1) The product is [OH:21][CH:22]([C:27]1[CH:28]=[CH:29][C:30]([C:33](=[O:34])[CH2:12][CH2:11][C:10](=[O:13])[CH:9]([C:6]2[CH:5]=[CH:4][C:3]([S:2][CH3:1])=[CH:8][N:7]=2)[CH2:14][CH:15]2[CH2:16][CH2:17][O:18][CH2:19][CH2:20]2)=[N:31][CH:32]=1)[C:23]([OH:26])([CH3:24])[CH3:25]. The catalyst is [Cl-].C([N+]1C(C)=C(CCO)SC=1)C1C=CC=CC=1.C(O)C. The reactants are [CH3:1][S:2][C:3]1[CH:4]=[CH:5][C:6]([CH:9]([CH2:14][CH:15]2[CH2:20][CH2:19][O:18][CH2:17][CH2:16]2)[C:10](=[O:13])[CH:11]=[CH2:12])=[N:7][CH:8]=1.[OH:21][CH:22]([C:27]1[CH:28]=[CH:29][C:30]([CH:33]=[O:34])=[N:31][CH:32]=1)[C:23]([OH:26])([CH3:25])[CH3:24].C(N(CC)CC)C.O1CCCC1. The yield is 0.610. (2) The reactants are [CH3:1][C:2]1[C:6]([S:7]([C:10]2[CH:15]=[CH:14][C:13]([N+:16]([O-])=O)=[CH:12][CH:11]=2)(=[O:9])=[O:8])=[C:5]([CH3:19])[N:4]([CH2:20][C@@H:21]([NH:23][C:24](=[O:30])[O:25][C:26]([CH3:29])([CH3:28])[CH3:27])[CH3:22])[N:3]=1.[H][H]. The catalyst is [Ni].C(O)C. The product is [NH2:16][C:13]1[CH:12]=[CH:11][C:10]([S:7]([C:6]2[C:2]([CH3:1])=[N:3][N:4]([CH2:20][C@@H:21]([NH:23][C:24](=[O:30])[O:25][C:26]([CH3:28])([CH3:27])[CH3:29])[CH3:22])[C:5]=2[CH3:19])(=[O:9])=[O:8])=[CH:15][CH:14]=1. The yield is 0.850. (3) The product is [C:1]([O:5][C:6](=[O:7])[NH:8][C@@H:9]1[CH2:13][CH2:12][C@:11]([C@H:17]2[CH2:21][CH2:20][O:19][CH2:18]2)([C:14]([N:35]2[CH2:36][CH2:37][N:32]([C:28]3[CH:27]=[C:26]([C:25]([F:39])([F:24])[F:38])[CH:31]=[CH:30][N:29]=3)[CH2:33][CH2:34]2)=[O:16])[CH2:10]1)([CH3:2])([CH3:3])[CH3:4]. The catalyst is CN(C=O)C.C(Cl)Cl. The yield is 0.450. The reactants are [C:1]([O:5][C:6]([NH:8][C@@H:9]1[CH2:13][CH2:12][C@:11]([C@H:17]2[CH2:21][CH2:20][O:19][CH2:18]2)([C:14]([OH:16])=O)[CH2:10]1)=[O:7])([CH3:4])([CH3:3])[CH3:2].Cl.Cl.[F:24][C:25]([F:39])([F:38])[C:26]1[CH:31]=[CH:30][N:29]=[C:28]([N:32]2[CH2:37][CH2:36][NH:35][CH2:34][CH2:33]2)[CH:27]=1.C(N(CC)CC)C.F[P-](F)(F)(F)(F)F.N1(OC(N(C)C)=[N+](C)C)C2C=CC=CC=2N=N1.